Task: Predict the reaction yield, written as a fraction of the theoretical maximum amount of product (1.0 means a 100% yield; for example, 0.34 means a 34% yield).. Dataset: Reaction yield outcomes from USPTO patents with 853,638 reactions (1) The reactants are Cl[C:2]1[CH:7]=[C:6]([CH3:8])[C:5]([C:9](=[O:11])[CH3:10])=[C:4]([CH3:12])[CH:3]=1.[O-]P([O-])([O-])=O.[K+].[K+].[K+].[F:21][C:22]1[CH:27]=[CH:26][C:25]([OH:28])=[CH:24][CH:23]=1.C(P(C(C)(C)C)C1C=CC=CC=1C1C(C(C)C)=CC(C(C)C)=CC=1C(C)C)(C)(C)C. The catalyst is C1(C)C=CC=CC=1.CC([O-])=O.CC([O-])=O.[Pd+2]. The product is [F:21][C:22]1[CH:27]=[CH:26][C:25]([O:28][C:2]2[CH:7]=[C:6]([CH3:8])[C:5]([C:9](=[O:11])[CH3:10])=[C:4]([CH3:12])[CH:3]=2)=[CH:24][CH:23]=1. The yield is 0.680. (2) The yield is 0.920. The reactants are [CH3:1][C:2]1([CH3:19])[O:7][C:6]2[CH:8]=[CH:9][C:10]([N+:12]([O-:14])=[O:13])=[CH:11][C:5]=2[N:4]2[C:15](=[O:18])[NH:16][N:17]=[C:3]12.I[CH3:21].[H-].[Na+].O. The catalyst is CN(C=O)C. The product is [CH3:21][N:16]1[C:15](=[O:18])[N:4]2[C:5]3[CH:11]=[C:10]([N+:12]([O-:14])=[O:13])[CH:9]=[CH:8][C:6]=3[O:7][C:2]([CH3:19])([CH3:1])[C:3]2=[N:17]1. (3) The product is [F:1][C:2]1[CH:3]=[C:4]([NH:5][C:33]([CH:22]2[C:23]3[C:28](=[CH:27][C:26]([O:31][CH3:32])=[CH:25][CH:24]=3)[CH2:29][CH2:30][N:21]2[C:19]([O:18][C:14]([CH3:17])([CH3:16])[CH3:15])=[O:20])=[O:34])[CH:6]=[C:7]([F:13])[C:8]=1[Si:9]([CH3:10])([CH3:12])[CH3:11]. The reactants are [F:1][C:2]1[CH:3]=[C:4]([CH:6]=[C:7]([F:13])[C:8]=1[Si:9]([CH3:12])([CH3:11])[CH3:10])[NH2:5].[C:14]([O:18][C:19]([N:21]1[CH2:30][CH2:29][C:28]2[C:23](=[CH:24][CH:25]=[C:26]([O:31][CH3:32])[CH:27]=2)[CH:22]1[C:33](O)=[O:34])=[O:20])([CH3:17])([CH3:16])[CH3:15].CCN(C(C)C)C(C)C.C(P1(=O)OP(CCC)(=O)OP(CCC)(=O)O1)CC. The catalyst is CN(C1C=CN=CC=1)C.C(OCC)(=O)C.O. The yield is 0.583. (4) The catalyst is [Cl-].C([N+](CCCC)(CCCC)CCCC)C1C=CC=CC=1.O.C(#N)C.C(OCC)(=O)C. The product is [CH3:1][C:2]1[O:6][C:5]([C:7]2[CH:12]=[CH:11][CH:10]=[CH:9][CH:8]=2)=[N:4][C:3]=1[CH2:13][O:14][C:15]1[CH:16]=[CH:17][C:18]([CH2:19][O:20][C:21]2[C:26]([CH2:27][C:31]#[N:33])=[CH:25][CH:24]=[CH:23][N:22]=2)=[CH:29][CH:30]=1. The yield is 0.360. The reactants are [CH3:1][C:2]1[O:6][C:5]([C:7]2[CH:12]=[CH:11][CH:10]=[CH:9][CH:8]=2)=[N:4][C:3]=1[CH2:13][O:14][C:15]1[CH:30]=[CH:29][C:18]([CH2:19][O:20][C:21]2[C:26]([CH2:27]O)=[CH:25][CH:24]=[CH:23][N:22]=2)=[CH:17][CH:16]=1.[CH2:31]([N:33](CC)CC)C.CS(Cl)(=O)=O.[C-]#N.[Na+]. (5) The catalyst is CN1C(=O)CCC1.CCOC(C)=O.CC([O-])=O.CC([O-])=O.[Pd+2].[Ni]. The reactants are CC([O-])=O.[Na+].[C:6]([NH2:10])(=[O:9])[CH:7]=[CH2:8].Br[C:12]1[CH:17]=[CH:16][C:15]([Cl:18])=[C:14]([CH2:19][CH3:20])[CH:13]=1. The product is [Cl:18][C:15]1[CH:16]=[CH:17][C:12]([CH2:8][CH2:7][C:6]([NH2:10])=[O:9])=[CH:13][C:14]=1[CH2:19][CH3:20]. The yield is 0.878. (6) The reactants are [NH2:1][C@H:2]1[C:10]2[C:5](=[C:6]([C:11]3[N:15]=[C:14]([C:16]4[CH:17]=[CH:18][C:19]([O:24][CH:25]([CH3:27])[CH3:26])=[C:20]([CH:23]=4)[C:21]#[N:22])[O:13][N:12]=3)[CH:7]=[CH:8][CH:9]=2)[CH2:4][CH2:3]1.CCN(C(C)C)C(C)C.Cl[C:38]([O:40][CH3:41])=[O:39]. The catalyst is CN(C=O)C. The product is [C:21]([C:20]1[CH:23]=[C:16]([C:14]2[O:13][N:12]=[C:11]([C:6]3[CH:7]=[CH:8][CH:9]=[C:10]4[C:5]=3[CH2:4][CH2:3][C@H:2]4[NH:1][C:38](=[O:39])[O:40][CH3:41])[N:15]=2)[CH:17]=[CH:18][C:19]=1[O:24][CH:25]([CH3:27])[CH3:26])#[N:22]. The yield is 0.110.